Dataset: Full USPTO retrosynthesis dataset with 1.9M reactions from patents (1976-2016). Task: Predict the reactants needed to synthesize the given product. (1) Given the product [CH3:39][C:29]1[CH:34]=[CH:33][C:32]([S:35]([N:11]2[CH2:10][CH2:9][C:8]3[CH:14]=[CH:15][C:5]([N+:2]([O-:4])=[O:3])=[CH:6][C:7]=3[CH2:13][CH2:12]2)(=[O:37])=[O:36])=[CH:31][CH:30]=1, predict the reactants needed to synthesize it. The reactants are: Cl.[N+:2]([C:5]1[CH:15]=[CH:14][C:8]2[CH2:9][CH2:10][NH:11][CH2:12][CH2:13][C:7]=2[CH:6]=1)([O-:4])=[O:3].N1C=CC=CC=1.C(N(CC)CC)C.[C:29]1([CH3:39])[CH:34]=[CH:33][C:32]([S:35](Cl)(=[O:37])=[O:36])=[CH:31][CH:30]=1. (2) Given the product [CH3:18][O:17][C:6]1[C:7]2[C:8](=[O:9])[NH:10][N:11]([CH:12]3[CH2:16][CH2:15][O:14][CH2:13]3)[C:2]=2[CH:3]=[CH:4][N:5]=1, predict the reactants needed to synthesize it. The reactants are: I[C:2]1[C:7]([C:8]([NH:10][NH:11][CH:12]2[CH2:16][CH2:15][O:14][CH2:13]2)=[O:9])=[C:6]([O:17][CH3:18])[N:5]=[CH:4][CH:3]=1.N1CCC[C@H]1C(O)=O.C(=O)([O-])[O-].[K+].[K+]. (3) The reactants are: [F:1][C:2]1[CH:3]=[C:4]([CH:20]=[CH:21][C:22]=1[NH:23][C:24]([NH:26][C:27]1[CH:32]=[C:31]([CH3:33])[CH:30]=[CH:29][C:28]=1[F:34])=[O:25])[O:5][C:6]1[CH:11]=[CH:10][N:9]=[C:8]([C:12]2[NH:16][CH:15]=[C:14]([C:17](O)=[O:18])[CH:13]=2)[CH:7]=1.CN(C(ON1N=NC2C=CC=NC1=2)=[N+](C)C)C.F[P-](F)(F)(F)(F)F.C(N(CC)C(C)C)(C)C.Cl.[CH3:69][O:70][C:71](=[O:80])[C@H:72]([CH2:74][CH2:75][C:76]([O:78][CH3:79])=[O:77])[NH2:73].Cl. Given the product [F:1][C:2]1[CH:3]=[C:4]([CH:20]=[CH:21][C:22]=1[NH:23][C:24]([NH:26][C:27]1[CH:32]=[C:31]([CH3:33])[CH:30]=[CH:29][C:28]=1[F:34])=[O:25])[O:5][C:6]1[CH:11]=[CH:10][N:9]=[C:8]([C:12]2[NH:16][CH:15]=[C:14]([C:17]([NH:73][CH:72]([CH2:74][CH2:75][C:76]([O:78][CH3:79])=[O:77])[C:71]([O:70][CH3:69])=[O:80])=[O:18])[CH:13]=2)[CH:7]=1, predict the reactants needed to synthesize it. (4) The reactants are: Cl.[CH3:2][N:3]([CH3:32])[C:4]1([C:26]2[CH:31]=[CH:30][CH:29]=[CH:28][CH:27]=2)[CH2:9][CH2:8][CH:7]([NH:10][C:11]([NH:13][CH:14]([CH3:25])[CH2:15][C:16]2[C:24]3[C:19](=[CH:20][CH:21]=[CH:22][CH:23]=3)[NH:18][CH:17]=2)=[O:12])[CH2:6][CH2:5]1.NC(N)=O.C[Si](C)(C)[Cl:39]. Given the product [ClH:39].[CH3:32][N:3]([CH3:2])[C:4]1([C:26]2[CH:31]=[CH:30][CH:29]=[CH:28][CH:27]=2)[CH2:5][CH2:6][CH:7]([NH:10][C:11]([NH:13][CH:14]([CH3:25])[CH2:15][C:16]2[C:24]3[C:19](=[CH:20][CH:21]=[CH:22][CH:23]=3)[NH:18][CH:17]=2)=[O:12])[CH2:8][CH2:9]1.[CH3:32][N:3]([CH3:2])[C:4]1([C:26]2[CH:31]=[CH:30][CH:29]=[CH:28][CH:27]=2)[CH2:5][CH2:6][CH:7]([NH:10][C:11]([NH:13][CH:14]([CH3:25])[CH2:15][C:16]2[C:24]3[C:19](=[CH:20][CH:21]=[CH:22][CH:23]=3)[NH:18][CH:17]=2)=[O:12])[CH2:8][CH2:9]1, predict the reactants needed to synthesize it. (5) Given the product [OH:32][CH:30]1[CH2:31][N:28]([C:25]2[N:26]=[N:27][C:22]([C:10]3[CH:9]=[N:8][CH:7]=[C:6]([CH:11]=3)[C:4]([O:3][CH2:1][CH3:2])=[O:5])=[CH:23][CH:24]=2)[CH2:29]1, predict the reactants needed to synthesize it. The reactants are: [CH2:1]([O:3][C:4]([C:6]1[CH:7]=[N:8][CH:9]=[C:10](B2OC(C)(C)C(C)(C)O2)[CH:11]=1)=[O:5])[CH3:2].Cl[C:22]1[N:27]=[N:26][C:25]([N:28]2[CH2:31][CH:30]([OH:32])[CH2:29]2)=[CH:24][CH:23]=1.C1(P(C2CCCCC2)C2CCCCC2)CCCCC1.P([O-])([O-])([O-])=O.[K+].[K+].[K+].